This data is from Catalyst prediction with 721,799 reactions and 888 catalyst types from USPTO. The task is: Predict which catalyst facilitates the given reaction. (1) Reactant: [F:1][C:2]1[CH:3]=[C:4]([NH2:29])[CH:5]=[CH:6][C:7]=1[N:8]1[CH2:13][CH2:12][N:11]([CH:14]([C:21]2[N:25]=[C:24]([CH:26]([CH3:28])[CH3:27])[O:23][N:22]=2)[C:15]2[CH:20]=[CH:19][CH:18]=[CH:17][CH:16]=2)[CH2:10][CH2:9]1.[CH2:30]([CH:32]([CH2:36][CH3:37])[C:33](Cl)=[O:34])[CH3:31]. Product: [CH2:30]([CH:32]([CH2:36][CH3:37])[C:33]([NH:29][C:4]1[CH:5]=[CH:6][C:7]([N:8]2[CH2:13][CH2:12][N:11]([CH:14]([C:21]3[N:25]=[C:24]([CH:26]([CH3:27])[CH3:28])[O:23][N:22]=3)[C:15]3[CH:16]=[CH:17][CH:18]=[CH:19][CH:20]=3)[CH2:10][CH2:9]2)=[C:2]([F:1])[CH:3]=1)=[O:34])[CH3:31]. The catalyst class is: 2. (2) The catalyst class is: 3. Product: [I:1][C:2]1[C:6]2[N:7]=[C:8]([NH:11][C:12]3[CH:13]=[CH:14][C:15]([O:18][CH2:19][CH2:20][O:21][CH3:22])=[CH:16][CH:17]=3)[N:9]=[CH:10][C:5]=2[N:4]([CH2:36][O:35][CH2:34][CH2:33][Si:30]([CH3:32])([CH3:31])[CH3:29])[N:3]=1. Reactant: [I:1][C:2]1[C:6]2[N:7]=[C:8]([NH:11][C:12]3[CH:17]=[CH:16][C:15]([O:18][CH2:19][CH2:20][O:21][CH3:22])=[CH:14][CH:13]=3)[N:9]=[CH:10][C:5]=2[NH:4][N:3]=1.C([O-])([O-])=O.[Cs+].[Cs+].[CH3:29][Si:30]([CH2:33][CH2:34][O:35][CH2:36]Cl)([CH3:32])[CH3:31]. (3) Reactant: [Br:1][C:2]1[CH:11]=[CH:10][C:5]([C:6](OC)=[O:7])=[CH:4][C:3]=1[CH2:12][C:13]([F:16])([F:15])[F:14].[H-].[H-].[H-].[H-].[Li+].[Al+3]. Product: [Br:1][C:2]1[CH:11]=[CH:10][C:5]([CH2:6][OH:7])=[CH:4][C:3]=1[CH2:12][C:13]([F:14])([F:15])[F:16]. The catalyst class is: 7. (4) Reactant: [Br:1][C:2]1[CH:8]=[CH:7][C:5]([NH2:6])=[CH:4][CH:3]=1.C(N(CC)CC)C.[Br:16][CH2:17][CH2:18][CH2:19][CH2:20][C:21](Cl)=[O:22].C(=O)([O-])[O-].[Na+].[Na+]. Product: [Br:16][CH2:17][CH2:18][CH2:19][CH2:20][C:21]([NH:6][C:5]1[CH:7]=[CH:8][C:2]([Br:1])=[CH:3][CH:4]=1)=[O:22]. The catalyst class is: 4. (5) Reactant: [CH3:1][C:2]1[CH:3]=[C:4]([OH:10])[CH:5]=[N:6][C:7]=1[CH:8]=[CH2:9].Br[CH2:12][C:13]#[C:14][CH3:15].[Na].C(=O)([O-])[O-].[Cs+].[Cs+]. Product: [CH2:12]([O:10][C:4]1[CH:3]=[C:2]([CH3:1])[C:7]([CH:8]=[CH2:9])=[N:6][CH:5]=1)[C:13]#[C:14][CH3:15]. The catalyst class is: 3. (6) Reactant: [CH2:1]([O:8][C:9](=[O:54])[NH:10][C@@H:11]1[C:14](=[O:15])[N:13]([CH2:16][C:17]2[CH:22]=[CH:21][C:20]([O:23][CH3:24])=[CH:19][C:18]=2[O:25][CH3:26])[C@@H:12]1[CH2:27][N:28]1[N:32]=[C:31]([CH2:33][NH2:34])[C:30]([CH2:35][O:36][Si:37]([C:50]([CH3:53])([CH3:52])[CH3:51])([C:44]2[CH:49]=[CH:48][CH:47]=[CH:46][CH:45]=2)[C:38]2[CH:43]=[CH:42][CH:41]=[CH:40][CH:39]=2)=[N:29]1)[C:2]1[CH:7]=[CH:6][CH:5]=[CH:4][CH:3]=1.[N+:55]([C:58]1[CH:63]=[CH:62][CH:61]=[CH:60][C:59]=1[S:64](Cl)(=[O:66])=[O:65])([O-:57])=[O:56]. Product: [CH2:1]([O:8][C:9](=[O:54])[NH:10][C@@H:11]1[C:14](=[O:15])[N:13]([CH2:16][C:17]2[CH:22]=[CH:21][C:20]([O:23][CH3:24])=[CH:19][C:18]=2[O:25][CH3:26])[C@@H:12]1[CH2:27][N:28]1[N:29]=[C:30]([CH2:35][O:36][Si:37]([C:50]([CH3:51])([CH3:53])[CH3:52])([C:44]2[CH:49]=[CH:48][CH:47]=[CH:46][CH:45]=2)[C:38]2[CH:39]=[CH:40][CH:41]=[CH:42][CH:43]=2)[C:31]([CH2:33][NH:34][S:64]([C:59]2[CH:60]=[CH:61][CH:62]=[CH:63][C:58]=2[N+:55]([O-:57])=[O:56])(=[O:65])=[O:66])=[N:32]1)[C:2]1[CH:7]=[CH:6][CH:5]=[CH:4][CH:3]=1. The catalyst class is: 2. (7) Reactant: [N:1]1([C:9]2[CH:14]=[CH:13][C:12]([C:15]3[CH:20]=[CH:19][C:18]([N:21]4[C:26](=[O:27])[CH:25]=[CH:24][CH:23]=[N:22]4)=[CH:17][CH:16]=3)=[CH:11][CH:10]=2)[CH2:5][CH2:4][C@@H:3]2[CH2:6][NH:7][CH2:8][C@H:2]12.C=O.[C:30](O[BH-](OC(=O)C)OC(=O)C)(=O)C.[Na+].Cl.[OH-].[Na+]. Product: [CH3:30][N:7]1[CH2:6][C@@H:3]2[C@@H:2]([N:1]([C:9]3[CH:14]=[CH:13][C:12]([C:15]4[CH:20]=[CH:19][C:18]([N:21]5[C:26](=[O:27])[CH:25]=[CH:24][CH:23]=[N:22]5)=[CH:17][CH:16]=4)=[CH:11][CH:10]=3)[CH2:5][CH2:4]2)[CH2:8]1. The catalyst class is: 44. (8) Reactant: [F:1][C:2]([F:36])([F:35])[C:3]1[CH:4]=[C:5]([CH:28]=[C:29]([C:31]([F:34])([F:33])[F:32])[CH:30]=1)[CH2:6][NH:7][CH2:8][C:9]1[C:10]([N:20]([CH2:23][CH:24]2[CH2:27][CH2:26][CH2:25]2)[CH2:21][CH3:22])=[N:11][C:12]2[C:17]([CH:18]=1)=[CH:16][CH:15]=[CH:14][C:13]=2[CH3:19].[Br:37][C:38]1[CH:39]=[N:40][C:41](Cl)=[N:42][CH:43]=1.[F-].[K+].O. Product: [F:36][C:2]([F:35])([F:1])[C:3]1[CH:4]=[C:5]([CH:28]=[C:29]([C:31]([F:34])([F:33])[F:32])[CH:30]=1)[CH2:6][N:7]([CH2:8][C:9]1[C:10]([N:20]([CH2:23][CH:24]2[CH2:27][CH2:26][CH2:25]2)[CH2:21][CH3:22])=[N:11][C:12]2[C:17]([CH:18]=1)=[CH:16][CH:15]=[CH:14][C:13]=2[CH3:19])[C:41]1[N:42]=[CH:43][C:38]([Br:37])=[CH:39][N:40]=1. The catalyst class is: 508. (9) Reactant: [CH3:1][O:2][C:3]([CH:5]1[CH2:9][C:8](=O)[N:7]([CH2:11][CH:12]2[O:17][C:16]3[CH:18]=[CH:19][CH:20]=[CH:21][C:15]=3[O:14][CH2:13]2)[CH2:6]1)=[O:4].[B].CO.Cl. Product: [CH3:1][O:2][C:3]([CH:5]1[CH2:9][CH2:8][N:7]([CH2:11][CH:12]2[O:17][C:16]3[CH:18]=[CH:19][CH:20]=[CH:21][C:15]=3[O:14][CH2:13]2)[CH2:6]1)=[O:4]. The catalyst class is: 7. (10) Reactant: [C:1]([C:5]1[CH:9]=[C:8]([NH:10][C:11](=[O:23])[C:12]2[CH:17]=[CH:16][CH:15]=[C:14]([C:18]([F:21])([F:20])[F:19])[C:13]=2[F:22])[N:7]([CH2:24][C@H:25]2[CH2:29][CH2:28][CH2:27][O:26]2)[N:6]=1)([CH3:4])([CH3:3])[CH3:2].S(OC)(O[CH3:34])(=O)=O. Product: [C:1]([C:5]1[N:6]([CH3:34])[N:7]([CH2:24][C@H:25]2[CH2:29][CH2:28][CH2:27][O:26]2)/[C:8](=[N:10]/[C:11](=[O:23])[C:12]2[CH:17]=[CH:16][CH:15]=[C:14]([C:18]([F:21])([F:19])[F:20])[C:13]=2[F:22])/[CH:9]=1)([CH3:4])([CH3:2])[CH3:3]. The catalyst class is: 11.